The task is: Predict the product of the given reaction.. This data is from Forward reaction prediction with 1.9M reactions from USPTO patents (1976-2016). The product is: [CH2:2]([O:9][CH2:10][CH:11]([O:13][C:14]1[C:15]2[B:47]([OH:46])[O:37][C@H:20]([CH2:21][N:22]([CH2:30][C:31]3[CH:32]=[CH:33][CH:34]=[CH:35][CH:36]=3)[CH2:23][C:24]3[CH:29]=[CH:28][CH:27]=[CH:26][CH:25]=3)[C:16]=2[CH:17]=[CH:18][CH:19]=1)[CH3:12])[C:3]1[CH:8]=[CH:7][CH:6]=[CH:5][CH:4]=1. Given the reactants Cl.[CH2:2]([O:9][CH2:10][CH:11]([O:13][C:14]1[CH:15]=[C:16]([C@H:20]([OH:37])[CH2:21][N:22]([CH2:30][C:31]2[CH:36]=[CH:35][CH:34]=[CH:33][CH:32]=2)[CH2:23][C:24]2[CH:29]=[CH:28][CH:27]=[CH:26][CH:25]=2)[CH:17]=[CH:18][CH:19]=1)[CH3:12])[C:3]1[CH:8]=[CH:7][CH:6]=[CH:5][CH:4]=1.C([Li])CCC.C([O:46][B:47]1OC(C)(C)C(C)(C)O1)(C)C.C(=O)(O)[O-].[Na+], predict the reaction product.